From a dataset of Forward reaction prediction with 1.9M reactions from USPTO patents (1976-2016). Predict the product of the given reaction. (1) Given the reactants [CH3:1][C:2]1[CH:7]=[C:6]([C:8]([F:17])([C:13]([F:16])([F:15])[F:14])[C:9]([F:12])([F:11])[F:10])[CH:5]=[C:4]([CH3:18])[C:3]=1[NH:19][C:20](=[O:34])[C:21]1[C:26]([O:27][CH3:28])=[CH:25][CH:24]=[C:23]([N+:29]([O-])=O)[C:22]=1[O:32][CH3:33], predict the reaction product. The product is: [NH2:29][C:23]1[C:22]([O:32][CH3:33])=[C:21]([C:26]([O:27][CH3:28])=[CH:25][CH:24]=1)[C:20]([NH:19][C:3]1[C:2]([CH3:1])=[CH:7][C:6]([C:8]([F:17])([C:13]([F:14])([F:15])[F:16])[C:9]([F:12])([F:11])[F:10])=[CH:5][C:4]=1[CH3:18])=[O:34]. (2) Given the reactants [F:1][C:2]1[CH:7]=[C:6]([OH:8])[CH:5]=[C:4]([F:9])[C:3]=1[NH:10][C:11](=[NH:23])[CH2:12][C:13]([C:15]1[CH:20]=[CH:19][C:18]([F:21])=[CH:17][C:16]=1[F:22])=[O:14].[C:24](OC)(=[O:27])[C:25]#[CH:26], predict the reaction product. The product is: [NH2:23][C:11]1[N:10]([C:3]2[C:2]([F:1])=[CH:7][C:6]([OH:8])=[CH:5][C:4]=2[F:9])[C:24](=[O:27])[CH:25]=[CH:26][C:12]=1[C:13](=[O:14])[C:15]1[CH:20]=[CH:19][C:18]([F:21])=[CH:17][C:16]=1[F:22]. (3) Given the reactants C(OC([N:8]1[CH2:13][CH2:12][CH2:11][CH2:10][CH:9]1[C:14]([C:16]1[O:17][C:18]([C:21]2[CH:26]=[CH:25][C:24]([F:27])=[CH:23][CH:22]=2)=[CH:19][CH:20]=1)=O)=O)(C)(C)C.O.NN.[OH-].[K+].O, predict the reaction product. The product is: [F:27][C:24]1[CH:23]=[CH:22][C:21]([C:18]2[O:17][C:16]([CH2:14][CH:9]3[CH2:10][CH2:11][CH2:12][CH2:13][NH:8]3)=[CH:20][CH:19]=2)=[CH:26][CH:25]=1. (4) The product is: [C:3]1(/[CH:2]=[CH:34]/[C@@H:36]2[CH2:41][CH2:40][C@H:39]([C:42]([O:44][CH3:45])=[O:43])[CH2:38][CH2:37]2)[CH:8]=[CH:7][CH:6]=[CH:5][CH:4]=1. Given the reactants [Br-].[CH2:2]([P+](C1C=CC=CC=1)(C1C=CC=CC=1)C1C=CC=CC=1)[C:3]1[CH:8]=[CH:7][CH:6]=[CH:5][CH:4]=1.CC(C)([O-])C.[K+].[CH:34]([C@@H:36]1[CH2:41][CH2:40][C@H:39]([C:42]([O:44][CH3:45])=[O:43])[CH2:38][CH2:37]1)=O.O, predict the reaction product.